Dataset: Full USPTO retrosynthesis dataset with 1.9M reactions from patents (1976-2016). Task: Predict the reactants needed to synthesize the given product. (1) Given the product [CH3:1][C:2]1[O:6][C:5]([C:7]2[CH:12]=[CH:11][CH:10]=[CH:9][CH:8]=2)=[N:4][C:3]=1[CH2:13][O:14][C:15]1[CH:16]=[C:17]([CH:31]=[CH:32][CH:33]=1)[CH2:18][O:19][C:20]1[CH:25]=[CH:24][CH:23]=[CH:22][C:21]=1[CH2:26][C:27]([OH:29])=[O:28], predict the reactants needed to synthesize it. The reactants are: [CH3:1][C:2]1[O:6][C:5]([C:7]2[CH:12]=[CH:11][CH:10]=[CH:9][CH:8]=2)=[N:4][C:3]=1[CH2:13][O:14][C:15]1[CH:16]=[C:17]([CH:31]=[CH:32][CH:33]=1)[CH2:18][O:19][C:20]1[CH:25]=[CH:24][CH:23]=[CH:22][C:21]=1[CH2:26][C:27]([O:29]C)=[O:28].CO.[OH-].[Na+].Cl. (2) Given the product [CH3:21][O:20][C:17]1[CH:16]=[CH:15][C:14]([CH:3]([NH:2][C:23](=[O:29])[C:24]([O:26][CH2:27][CH3:28])=[O:25])[C:4]([C:6]2[CH:7]=[CH:8][C:9]([O:12][CH3:13])=[CH:10][CH:11]=2)=[O:5])=[CH:19][CH:18]=1, predict the reactants needed to synthesize it. The reactants are: Cl.[NH2:2][CH:3]([C:14]1[CH:19]=[CH:18][C:17]([O:20][CH3:21])=[CH:16][CH:15]=1)[C:4]([C:6]1[CH:11]=[CH:10][C:9]([O:12][CH3:13])=[CH:8][CH:7]=1)=[O:5].Cl[C:23](=[O:29])[C:24]([O:26][CH2:27][CH3:28])=[O:25]. (3) Given the product [Cl:14][C:5]1[C:7]2[CH:8]=[CH:9][CH:10]=[CH:11][C:12]=2[S:1](=[O:3])(=[O:2])[N:4]=1, predict the reactants needed to synthesize it. The reactants are: [S:1]1([C:12]2[C:7](=[CH:8][CH:9]=[CH:10][CH:11]=2)[C:5](=O)[NH:4]1)(=[O:3])=[O:2].P(Cl)(Cl)(Cl)(Cl)[Cl:14]. (4) The reactants are: [CH3:1]CN(C(C)C)C(C)C.C1C=CC2N(O)N=NC=2C=1.C(Cl)CCl.[CH:24]1([N:28]2[CH2:33][CH2:32][N:31]([C:34]([C@@H:36]3[CH2:38][C@H:37]3[C:39]3[CH:47]=[CH:46][C:42]([C:43]([NH2:45])=[O:44])=[CH:41][CH:40]=3)=[O:35])[CH2:30][C@H:29]2[CH3:48])[CH2:27][CH2:26][CH2:25]1. Given the product [CH:24]1([N:28]2[CH2:33][CH2:32][N:31]([C:34]([C@@H:36]3[CH2:38][C@H:37]3[C:39]3[CH:40]=[CH:41][C:42]([C:43]([NH2:45])=[O:44])=[CH:46][CH:47]=3)=[O:35])[CH2:30][C:29]2([CH3:1])[CH3:48])[CH2:25][CH2:26][CH2:27]1, predict the reactants needed to synthesize it. (5) The reactants are: [NH2:1][C:2]1([C:8]([O:10][CH2:11][C:12]2[CH:17]=[CH:16][CH:15]=[CH:14][CH:13]=2)=[O:9])[CH2:7][CH2:6][CH2:5][CH2:4][CH2:3]1.C(N(CC)CC)C.[N:25]1([C:31](Cl)=[O:32])[CH2:30][CH2:29][O:28][CH2:27][CH2:26]1. Given the product [N:25]1([C:31]([NH:1][C:2]2([C:8]([O:10][CH2:11][C:12]3[CH:13]=[CH:14][CH:15]=[CH:16][CH:17]=3)=[O:9])[CH2:7][CH2:6][CH2:5][CH2:4][CH2:3]2)=[O:32])[CH2:30][CH2:29][O:28][CH2:27][CH2:26]1, predict the reactants needed to synthesize it.